Dataset: Reaction yield outcomes from USPTO patents with 853,638 reactions. Task: Predict the reaction yield, written as a fraction of the theoretical maximum amount of product (1.0 means a 100% yield; for example, 0.34 means a 34% yield). (1) The reactants are [NH2:1][C:2]1[N:3]=[CH:4][C:5]([C:18]2[CH:26]=[CH:25][C:21]([C:22](O)=[O:23])=[CH:20][CH:19]=2)=[N:6][C:7]=1[C:8]1[NH:12][C:11]2[CH:13]=[C:14]([CH3:17])[CH:15]=[CH:16][C:10]=2[N:9]=1.[N:27]1([C:34]([O:36][C:37]([CH3:40])([CH3:39])[CH3:38])=[O:35])[CH2:33][CH2:32][CH2:31][NH:30][CH2:29][CH2:28]1.C(OP(C#N)(=O)OCC)C.CCN(C(C)C)C(C)C. The yield is 0.750. The product is [NH2:1][C:2]1[N:3]=[CH:4][C:5]([C:18]2[CH:26]=[CH:25][C:21]([C:22]([N:30]3[CH2:31][CH2:32][CH2:33][N:27]([C:34]([O:36][C:37]([CH3:40])([CH3:39])[CH3:38])=[O:35])[CH2:28][CH2:29]3)=[O:23])=[CH:20][CH:19]=2)=[N:6][C:7]=1[C:8]1[NH:12][C:11]2[CH:13]=[C:14]([CH3:17])[CH:15]=[CH:16][C:10]=2[N:9]=1. The catalyst is CS(C)=O. (2) The reactants are [F:1][C:2]1[CH:7]=[CH:6][CH:5]=[C:4]([F:8])[C:3]=1[N:9]1[C:14]2[N:15]=[C:16]([NH:27][CH2:28][CH2:29][NH2:30])[N:17]=[C:18]([C:19]3[CH:24]=[CH:23][C:22]([F:25])=[CH:21][C:20]=3[CH3:26])[C:13]=2[CH:12]=[CH:11][C:10]1=[O:31].[CH3:32][N:33]=[C:34]=[O:35]. No catalyst specified. The product is [F:1][C:2]1[CH:7]=[CH:6][CH:5]=[C:4]([F:8])[C:3]=1[N:9]1[C:14]2[N:15]=[C:16]([N:27]([CH2:28][CH2:29][NH2:30])[C:34]([NH:33][CH3:32])=[O:35])[N:17]=[C:18]([C:19]3[CH:24]=[CH:23][C:22]([F:25])=[CH:21][C:20]=3[CH3:26])[C:13]=2[CH:12]=[CH:11][C:10]1=[O:31]. The yield is 0.590. (3) The reactants are [F:1][C:2]1[CH:7]=[CH:6][C:5]([C:8]2[C:16]3[C:11](=[CH:12][CH:13]=[C:14]([C:17]4[NH:18][C:19]([CH2:22][CH2:23][C:24]([O:26]CC)=[O:25])=[N:20][N:21]=4)[CH:15]=3)[NH:10][N:9]=2)=[CH:4][CH:3]=1.O.[OH-].[Li+]. The catalyst is O1CCCC1. The product is [F:1][C:2]1[CH:7]=[CH:6][C:5]([C:8]2[C:16]3[C:11](=[CH:12][CH:13]=[C:14]([C:17]4[NH:18][C:19]([CH2:22][CH2:23][C:24]([OH:26])=[O:25])=[N:20][N:21]=4)[CH:15]=3)[NH:10][N:9]=2)=[CH:4][CH:3]=1. The yield is 0.320. (4) The reactants are [CH3:1][O:2][C:3]1[CH:4]=[C:5]([C:11]([CH3:15])([CH3:14])[CH:12]=[O:13])[CH:6]=[CH:7][C:8]=1[O:9][CH3:10].[F-].[K+].[CH3:18][N+:19]([O-:21])=[O:20]. The catalyst is CCO. The product is [CH3:1][O:2][C:3]1[CH:4]=[C:5]([C:11]([CH3:15])([CH3:14])[CH:12]([OH:13])[CH2:18][N+:19]([O-:21])=[O:20])[CH:6]=[CH:7][C:8]=1[O:9][CH3:10]. The yield is 0.970. (5) The reactants are [C:1]([O:8][CH2:9][CH3:10])(=[O:7])[C:2]([O:4]CC)=O.[CH2:11]([Mg]Cl)[C:12]1[CH:17]=[CH:16][CH:15]=[CH:14][CH:13]=1.Cl. The catalyst is C(OCC)C. The product is [O:4]=[C:2]([CH2:11][C:12]1[CH:17]=[CH:16][CH:15]=[CH:14][CH:13]=1)[C:1]([O:8][CH2:9][CH3:10])=[O:7]. The yield is 0.980. (6) The reactants are [CH3:1][O:2][C:3]1[C:4]2[N:11]=[C:10]([NH2:12])[S:9][C:5]=2[N:6]=[CH:7][N:8]=1.[H-].[Na+].C(N(CC)C(C)C)(C)C.[C:24]([O:28][C:29]([N:31]1[CH2:36][CH2:35][N:34]([C:37](Cl)=[O:38])[CH2:33][CH2:32]1)=[O:30])([CH3:27])([CH3:26])[CH3:25]. The catalyst is O1CCCC1. The product is [C:24]([O:28][C:29]([N:31]1[CH2:32][CH2:33][N:34]([C:37](=[O:38])[NH:12][C:10]2[S:9][C:5]3[N:6]=[CH:7][N:8]=[C:3]([O:2][CH3:1])[C:4]=3[N:11]=2)[CH2:35][CH2:36]1)=[O:30])([CH3:27])([CH3:25])[CH3:26]. The yield is 0.740. (7) The reactants are [C:1]([NH:6][C:7]1[CH:12]=[CH:11][C:10]([C:13]#[N:14])=[C:9]([C:15]([F:18])([F:17])[F:16])[CH:8]=1)(=[O:5])[C:2]([CH3:4])=[CH2:3].C1C=C(C(O)=[O:26])C(C(OO)=O)=CC=1.[OH-].[K+]. The catalyst is C(OCC)(=O)C. The product is [C:13]([C:10]1[CH:11]=[CH:12][C:7]([NH:6][C:1](=[O:5])[C:2]2([CH3:4])[O:26][CH2:3]2)=[CH:8][C:9]=1[C:15]([F:16])([F:17])[F:18])#[N:14]. The yield is 0.773.